This data is from Experimentally validated miRNA-target interactions with 360,000+ pairs, plus equal number of negative samples. The task is: Binary Classification. Given a miRNA mature sequence and a target amino acid sequence, predict their likelihood of interaction. (1) The miRNA is hsa-miR-4281 with sequence GGGUCCCGGGGAGGGGGG. The protein sequence of the target gene is MRSSARGRPLQAATAFFLSLFFFLRRFERGFWLWGGDSETKVYVGNLGTGAGKGELERAFSYYGPLRTVWIARNPPGFAFVEFEDPRDAEDAVRGLDGKVICGSRVRVELSTGMPRRSRFDRPPARRPFDPNDRCYECGEKGHYAYDCHRYSRRRRSRSRSRSHSRSRGRRYSRSRSRSRGRRSRSASPRRSRSVSLRRSRSASLRRSRSGSIIGSRYFQSRSRSRSRSRSISRPRSSRSKSRSPSPKRSRSPSGSPHRSASPERMD. Result: 0 (no interaction). (2) The miRNA is mmu-miR-1195 with sequence UGAGUUCGAGGCCAGCCUGCUCA. The protein sequence of the target gene is MTSADSLLFTSLGPSPSSGDGDCKFNEEFKFILLPLSYAVVFVLGLALNAPTLWLFLFRLRPWDATATYMFHLALSDTLYVLSLPTLVYYYAARNHWPFGTGFCKFVRFLFYWNLYCSVLFLTCISVHRYMGICHPLRAIRWGRPRFAGLLCLGVWLVVAGCLVPNLFFVTTNANGTTILCHDTTLPEEFDHYVYFSSTIMVLLFGFPFLITLVCYGLMARRLYRPLPGAGQSSSRLRSLRTIAVVLTVFAVCFVPFHITRTIYYLARLLNAECRVLNIVNVVYKVTRPLASANSCLDPV.... Result: 1 (interaction). (3) The miRNA is hsa-miR-4268 with sequence GGCUCCUCCUCUCAGGAUGUG. The protein sequence of the target gene is MDGSFVQHSVRVLQELNKQREKGQYCDATLDVGGLVFKAHWSVLACCSHFFQSLYGDGSGGSVVLPAGFAEIFGLLLDFFYTGHLALTSGNRDQVLLAARELRVPEAVELCQSFKPKTSVGQAAGGQSGLGPPASQNVNSHVKEPAGLEEEEVSRTLGLVPRDQEPRGSHSPQRPQLHSPAQSEGPSSLCGKLKQALKPCPLEDKKPEDCKVPPRPLEAEGAQLQGGSNEWEVVVQVEDDGDGDYMSEPEAVLTRRKSNVIRKPCAAEPALSAGSLAAEPAENRKGTAVPVECPTCHKKF.... Result: 0 (no interaction). (4) The miRNA is hsa-miR-205-3p with sequence GAUUUCAGUGGAGUGAAGUUC. The protein sequence of the target gene is MAAQGYGYYRTVIFSAMFGGYSLYYFNRKTFSFVMPSLVEEIPLDKDDLGFITSSQSAAYAISKFVSGVLSDQMSARWLFSSGLLLVGLVNIFFAWSSTVPVFAALWFLNGLAQGLGWPPCGKVLRKWFEPSQFGTWWAILSTSMNLAGGLGPILATILAQSYSWRSTLALSGALCVVVSFLCLLLIHNEPADVGLRNLDPMPSEGKKGSLKEESTLQELLLSPYLWVLSTGYLVVFGVKTCCTDWGQFFLIQEKGQSALVGSSYMSALEVGGLVGSIAAGYLSDRAMAKAGLSNYGNPR.... Result: 1 (interaction). (5) The miRNA is hsa-miR-433-3p with sequence AUCAUGAUGGGCUCCUCGGUGU. The protein sequence of the target gene is MNFNVWNVKEMLSIPSGSGITKPSNWNNNQTDCSLSDSQFLFGSQFCPENSETLLPSLDAGACLRHPKQTQQNSVDSEPSIFIKYQAKPQLLGGDTKDESLFSLPLPVGKSKGLSKQFEEKKRRATDQSDSETLHSFVSHFPEVINKLQTSVEKTEENLSSRSQSILDSVETIAKTFQETARVQHDLMVESVRDKGSMEQAILEIQRTCAARQAEFMEMKSTLKNLEVLVVEQTKNLQQFCDNLSQLIVPGILEELKKFTSVPQVAGHLKDSTSQTSPSLTQSLHFTRQEKHPSEEPATW.... Result: 0 (no interaction). (6) The miRNA is hsa-miR-6792-3p with sequence CUCCUCCACAGCCCCUGCUCAU. The protein sequence of the target gene is MPPRRSIVEVKVLDVQKRRVPNKHYVYIIRVTWSSGSTEAIYRRYSKFFDLQMQMLDKFPMEGGQKDPKQRIIPFLPGKILFRRSHIRDVAVKRLIPIDEYCKALIQLPPYISQCDEVLQFFETRPEDLNPPKEEHIGKKKSGGDQTSVDPMVLEQYVVVANYQKQESSEISLSVGQVVDIIEKNESGWWFVSTAEEQGWVPATCLEGQDGVQDEFSLQPEEEEKYTVIYPYTARDQDEMNLERGAVVEVIQKNLEGWWKIRYQGKEGWAPASYLKKNSGEPLPPKPGPGSPSHPGALDL.... Result: 1 (interaction). (7) The miRNA is hsa-miR-6822-5p with sequence CAGGGAACCAGUUGGGGCUU. The protein sequence of the target gene is MWRLTGILGRALPRLLGPGFRGITPKPTSSDGSQTTSPTLPLTRLSFDRSGSHGSKRSRDPKCCGWKDAFHWMSAHVSPNTLRDAISWGTLAVLALHLARQIHFHAPLVAGPQPAERSWHSPLYRFLSSSWWHPHSSLRRHVLPRSDCPAPRNTGLREPRQGQEDHPSAPSQCLPSDSSLRSGLLNLPEEEPSDFDFLHASRDFASQAKAAEAHPPGGKNEQDKAKALPLEEAVTSIQQLFQLSVAITFNFLGTENIKTGDYTAAFSYFQKAADRGYSKAQYNVGLCLEHGRGTPRDLSK.... Result: 0 (no interaction). (8) The miRNA is mmu-miR-329-5p with sequence AGAGGUUUUCUGGGUCUCUGUU. The protein sequence of the target gene is MGEHPSPGPAVAACAEAERIEELEPEAEERLPAAPEDHWKVLFDQFDPGNTGYISTGKFRSLLESHSSKLDPHKREVLLALADSHADGQIGYQDFVSLMSNKRSNSFRQAILQGNRRLSSKALLEEKGLSLSQRLIRHVAYETLPREIDRKWYYDSYTCCPPPWFMITVTLLEVAFFLYNGVSLGQFVLQVTHPRYLKNSLVYHPQLRAQVWRYLTYIFMHAGIEHLGLNVVLQLLVGVPLEMVHGATRIGLVYVAGVVAGSLAVSVADMTAPVVGSSGGVYALVSAHLANIVMNWSGMK.... Result: 0 (no interaction). (9) The protein sequence of the target gene is MAEVPEDYDSGPDEDGELEPERPELPGLHKLYENAEPDTMAKADSKLPAEIYQEPQPETEEEDFKEGEPDSAKNVQLKPGGTSQEGIAKESKRDVPSETEPGIHQEVKSETSREMGEFFKDLEAPMDETHKESDLEPPEEAKPNVTEDVFLESAMETDPDPVPPTETMSEVSGATVRERNLELLEEETEPGVPEESLRVQHEETGLEPPEQTKQDFPSEKLGESLEETDLQPPKMTKPETPEETQRESTEKKRTEPPEQARLEFLEKEPRKSSEEAGLEPPEETQPEVPEEMQRKATEEK.... Result: 0 (no interaction). The miRNA is hsa-miR-152-5p with sequence AGGUUCUGUGAUACACUCCGACU.